This data is from Full USPTO retrosynthesis dataset with 1.9M reactions from patents (1976-2016). The task is: Predict the reactants needed to synthesize the given product. (1) Given the product [CH3:27][N:10]([CH3:9])[C:11]1([C:21]2[CH:26]=[CH:25][CH:24]=[CH:23][CH:22]=2)[CH2:16][CH2:15][C:14]([C:18]2[NH:1][C:2]3=[N:3][CH:4]=[CH:5][CH:6]=[C:7]3[C:19]=2[CH3:20])([OH:17])[CH2:13][CH2:12]1, predict the reactants needed to synthesize it. The reactants are: [NH2:1][C:2]1[C:7](I)=[CH:6][CH:5]=[CH:4][N:3]=1.[CH3:9][N:10]([CH3:27])[C:11]1([C:21]2[CH:26]=[CH:25][CH:24]=[CH:23][CH:22]=2)[CH2:16][CH2:15][C:14]([C:18]#[C:19][CH3:20])([OH:17])[CH2:13][CH2:12]1.[Cl-].[Li+].C(=O)([O-])[O-].[Na+].[Na+]. (2) Given the product [ClH:25].[CH3:7][O:8][C:9]1[CH:10]=[CH:11][C:12]([CH2:13][O:14][C:15]([N:17]2[CH2:18][CH2:19][NH:20][CH2:21][CH2:22]2)=[O:16])=[CH:23][CH:24]=1, predict the reactants needed to synthesize it. The reactants are: N1CCOCC1.[CH3:7][O:8][C:9]1[CH:24]=[CH:23][C:12]([CH2:13][O:14][C:15]([N:17]2[CH2:22][CH2:21][NH:20][CH2:19][CH2:18]2)=[O:16])=[CH:11][CH:10]=1.[ClH:25].CCOCC.